Dataset: Retrosynthesis with 50K atom-mapped reactions and 10 reaction types from USPTO. Task: Predict the reactants needed to synthesize the given product. (1) Given the product COCc1ccc(-c2nccnc2N2CCN(CCN(C)C(=O)OC(C)(C)C)CC2)cc1, predict the reactants needed to synthesize it. The reactants are: CN(CC=O)C(=O)OC(C)(C)C.COCc1ccc(-c2nccnc2N2CCNCC2)cc1. (2) Given the product CC(C)(C(=O)O)c1ccc(Br)cc1, predict the reactants needed to synthesize it. The reactants are: COC(=O)C(C)(C)c1ccc(Br)cc1.